Dataset: Catalyst prediction with 721,799 reactions and 888 catalyst types from USPTO. Task: Predict which catalyst facilitates the given reaction. (1) Reactant: [C:1]([O:5][CH2:6][CH2:7][C:8]([OH:10])=O)(=[O:4])[CH:2]=[CH2:3].[N-:11]=[N+:12]=[N-:13].[Na+].[N-]=[N+]=[N-]. Product: [C:1]([O:5][CH2:6][CH2:7][C:8]([N:11]=[N+:12]=[N-:13])=[O:10])(=[O:4])[CH:2]=[CH2:3]. The catalyst class is: 95. (2) Reactant: [OH:1][C:2]1[CH:7]=[CH:6][C:5]([CH:8]=[CH:9][C:10]([CH:12]2[CH2:17][CH2:16][CH2:15][CH2:14][C:13]2=[O:18])=[O:11])=[CH:4][CH:3]=1.[CH3:19][N:20]([CH3:29])[C:21]1[CH:28]=[CH:27][C:24]([CH:25]=O)=[CH:23][CH:22]=1.N1CCOCC1.C(O)(=O)C. The catalyst class is: 5. Product: [CH3:19][N:20]([CH3:29])[C:21]1[CH:28]=[CH:27][C:24]([CH:25]=[C:14]2[CH2:15][CH2:16][CH2:17][CH:12]([C:10](=[O:11])[CH:9]=[CH:8][C:5]3[CH:4]=[CH:3][C:2]([OH:1])=[CH:7][CH:6]=3)[C:13]2=[O:18])=[CH:23][CH:22]=1. (3) Reactant: [CH2:1]([O:8][C:9]([N:11]1[CH2:16][CH2:15][NH:14][C:13](=[O:17])[CH2:12]1)=[O:10])[C:2]1[CH:7]=[CH:6][CH:5]=[CH:4][CH:3]=1.Br[C:19]1[CH:24]=[C:23]([C:25]#[N:26])[CH:22]=[CH:21][C:20]=1[CH3:27].C([O-])([O-])=O.[Cs+].[Cs+]. Product: [C:25]([C:23]1[CH:24]=[CH:19][C:20]([CH2:27][N:14]2[CH2:15][CH2:16][N:11]([C:9]([O:8][CH2:1][C:2]3[CH:3]=[CH:4][CH:5]=[CH:6][CH:7]=3)=[O:10])[CH2:12][C:13]2=[O:17])=[CH:21][CH:22]=1)#[N:26]. The catalyst class is: 3. (4) Reactant: F[C:2]1[CH:10]=[CH:9][CH:8]=[CH:7][C:3]=1[C:4]([OH:6])=[O:5].COC1C=CC=CC=1C(O)=O.[CH3:22][N:23]1[CH2:28][CH2:27][N:26]([NH-])[CH2:25][CH2:24]1.[Li+]. Product: [CH3:22][N:23]1[CH2:28][CH2:27][N:26]([C:2]2[CH:10]=[CH:9][CH:8]=[CH:7][C:3]=2[C:4]([OH:6])=[O:5])[CH2:25][CH2:24]1. The catalyst class is: 1. (5) Reactant: [CH3:1][O:2][C:3]1[CH:8]=[CH:7][CH:6]=[CH:5][C:4]=1[C:9]1[C:13]2[N:14]=[C:15](S(C)(=O)=O)[N:16]=[CH:17][C:12]=2[S:11][C:10]=1[C:22]([O:24][CH3:25])=[O:23].[CH3:26][N:27]1[CH2:32][CH2:31][N:30]([C:33]2[CH:38]=[CH:37][C:36]([NH:39][CH:40]=[O:41])=[C:35]([O:42][CH:43]([CH3:45])[CH3:44])[CH:34]=2)[CH2:29][CH2:28]1.CC(N=P(N1CCCC1)(N1CCCC1)N1CCCC1)(C)C. Product: [CH:40]([N:39]([C:36]1[CH:37]=[CH:38][C:33]([N:30]2[CH2:29][CH2:28][N:27]([CH3:26])[CH2:32][CH2:31]2)=[CH:34][C:35]=1[O:42][CH:43]([CH3:45])[CH3:44])[C:15]1[N:16]=[CH:17][C:12]2[S:11][C:10]([C:22]([O:24][CH3:25])=[O:23])=[C:9]([C:4]3[CH:5]=[CH:6][CH:7]=[CH:8][C:3]=3[O:2][CH3:1])[C:13]=2[N:14]=1)=[O:41]. The catalyst class is: 3. (6) Reactant: [CH3:1][O:2][C:3]1[CH:8]=[CH:7][C:6]([CH:9]([NH:18][C:19]2[C:20]([N+:37]([O-])=O)=[C:21]([CH:34]=[CH:35][CH:36]=2)[O:22][C:23]2[CH:32]=[C:31]([F:33])[CH:30]=[CH:29][C:24]=2[C:25]([O:27][CH3:28])=[O:26])[C:10]2[CH:15]=[CH:14][C:13]([O:16][CH3:17])=[CH:12][CH:11]=2)=[CH:5][CH:4]=1. Product: [NH2:37][C:20]1[C:19]([NH:18][CH:9]([C:6]2[CH:5]=[CH:4][C:3]([O:2][CH3:1])=[CH:8][CH:7]=2)[C:10]2[CH:15]=[CH:14][C:13]([O:16][CH3:17])=[CH:12][CH:11]=2)=[CH:36][CH:35]=[CH:34][C:21]=1[O:22][C:23]1[CH:32]=[C:31]([F:33])[CH:30]=[CH:29][C:24]=1[C:25]([O:27][CH3:28])=[O:26]. The catalyst class is: 94. (7) Reactant: [F:1][C:2]1[C:7]([F:8])=[CH:6][C:5]([OH:9])=[C:4]([O:10][CH3:11])[CH:3]=1.[CH2:12]([CH:14]1[O:16][CH2:15]1)Br.[OH-].[K+].Cl. Product: [F:1][C:2]1[C:7]([F:8])=[CH:6][C:5]([O:9][CH2:12][CH:14]2[CH2:15][O:16]2)=[C:4]([O:10][CH3:11])[CH:3]=1. The catalyst class is: 88.